From a dataset of Full USPTO retrosynthesis dataset with 1.9M reactions from patents (1976-2016). Predict the reactants needed to synthesize the given product. (1) Given the product [CH2:1]([O:8][C:9](=[O:23])[CH2:10][CH2:11][C:12]1[CH:13]=[CH:14][C:15]([O:18][CH:19]([C:26](=[O:27])[N:28]([CH2:30][CH2:31][OH:32])[CH3:29])[C:20]([O:22][CH3:33])=[O:21])=[CH:16][CH:17]=1)[C:2]1[CH:7]=[CH:6][CH:5]=[CH:4][CH:3]=1, predict the reactants needed to synthesize it. The reactants are: [CH2:1]([O:8][C:9](=[O:23])[CH2:10][CH2:11][C:12]1[CH:17]=[CH:16][C:15]([O:18][CH2:19][C:20]([OH:22])=[O:21])=[CH:14][CH:13]=1)[C:2]1[CH:7]=[CH:6][CH:5]=[CH:4][CH:3]=1.ClC[C:26]([N:28]([CH2:30][CH2:31][OH:32])[CH3:29])=[O:27].[C:33](=O)([O-])O.[Na+]. (2) Given the product [Cl:1][C:2]1[CH:3]=[CH:4][C:5]([O:11][CH2:12][CH2:13][O:15][CH2:16][CH2:20][O:19][CH2:17][CH3:18])=[C:6]([CH:10]=1)[C:7]([OH:9])=[O:8], predict the reactants needed to synthesize it. The reactants are: [Cl:1][C:2]1[CH:3]=[CH:4][C:5]([O:11][CH2:12][CH:13]([O:15][CH3:16])C)=[C:6]([CH:10]=1)[C:7]([OH:9])=[O:8].[CH2:17]([O:19][CH2:20][CH2:20][O:19][CH2:17][CH2:18]O)[CH3:18].